Dataset: Forward reaction prediction with 1.9M reactions from USPTO patents (1976-2016). Task: Predict the product of the given reaction. Given the reactants [NH2:1][C:2]1[CH:7]=[CH:6][C:5]([NH:8][S:9]([CH3:12])(=[O:11])=[O:10])=[CH:4][C:3]=1[S:13]([NH2:16])(=[O:15])=[O:14].Cl[C:18](=[O:25])[CH2:19][C:20]([O:22][CH2:23][CH3:24])=[O:21], predict the reaction product. The product is: [CH2:23]([O:22][C:20](=[O:21])[CH2:19][C:18]([NH:1][C:2]1[CH:7]=[CH:6][C:5]([NH:8][S:9]([CH3:12])(=[O:10])=[O:11])=[CH:4][C:3]=1[S:13](=[O:14])(=[O:15])[NH2:16])=[O:25])[CH3:24].